Dataset: Forward reaction prediction with 1.9M reactions from USPTO patents (1976-2016). Task: Predict the product of the given reaction. (1) Given the reactants [Cl:1][C:2]1[CH:3]=[C:4]([C:9]2[C:10](=[O:24])[N:11]([CH2:15][C:16]3[CH:21]=[CH:20][C:19]([O:22][CH3:23])=[CH:18][CH:17]=3)[C:12](=[O:14])[CH:13]=2)[CH:5]=[CH:6][C:7]=1[Cl:8].[CH2:25]([O:27][C:28](=[O:32])[CH:29]=[N+:30]=[N-:31])[CH3:26], predict the reaction product. The product is: [Cl:1][C:2]1[CH:3]=[C:4]([C:9]23[C:10](=[O:24])[N:11]([CH2:15][C:16]4[CH:17]=[CH:18][C:19]([O:22][CH3:23])=[CH:20][CH:21]=4)[C:12](=[O:14])[CH:13]2[C:29]([C:28]([O:27][CH2:25][CH3:26])=[O:32])=[N:30][NH:31]3)[CH:5]=[CH:6][C:7]=1[Cl:8]. (2) Given the reactants [CH3:1][N:2]1[C:6]2=[CH:7][N:8]=[C:9]([Sn](CCCC)(CCCC)CCCC)[CH:10]=[C:5]2[C:4]([CH3:24])=[N:3]1.Br[C:26]1[S:27][C:28]2[C:34]([C:35]3[CH:40]=[CH:39][C:38]([Cl:41])=[CH:37][CH:36]=3)=[C:33]([C@H:42]([O:48][C:49]([CH3:52])([CH3:51])[CH3:50])[C:43]([O:45][CH2:46][CH3:47])=[O:44])[C:32]([CH3:53])=[CH:31][C:29]=2[N:30]=1.[Cl-].[Li+].C([SnH](CCCC)CCCC)CCC, predict the reaction product. The product is: [C:49]([O:48][C@@H:42]([C:33]1[C:32]([CH3:53])=[CH:31][C:29]2[N:30]=[C:26]([C:9]3[CH:10]=[C:5]4[C:4]([CH3:24])=[N:3][N:2]([CH3:1])[C:6]4=[CH:7][N:8]=3)[S:27][C:28]=2[C:34]=1[C:35]1[CH:36]=[CH:37][C:38]([Cl:41])=[CH:39][CH:40]=1)[C:43]([O:45][CH2:46][CH3:47])=[O:44])([CH3:50])([CH3:51])[CH3:52]. (3) Given the reactants Cl[C:2]1[C:3]2[C:4](=[CH:15][N:16](CC3C=CC(OC)=CC=3)[N:17]=2)[N:5]=[C:6]([CH:8]2[CH2:13][CH2:12][N:11]([CH3:14])[CH2:10][CH2:9]2)[N:7]=1.[CH3:27][N:28]([CH3:36])[C:29]1[CH:34]=[CH:33][C:32]([NH2:35])=[CH:31][CH:30]=1.Cl, predict the reaction product. The product is: [CH3:27][N:28]([CH3:36])[C:29]1[CH:34]=[CH:33][C:32]([NH:35][C:2]2[C:3]3[NH:17][N:16]=[CH:15][C:4]=3[N:5]=[C:6]([CH:8]3[CH2:9][CH2:10][N:11]([CH3:14])[CH2:12][CH2:13]3)[N:7]=2)=[CH:31][CH:30]=1. (4) Given the reactants [OH:1][C:2]1[CH:11]=[C:10]([S:12][CH3:13])[CH:9]=[CH:8][C:3]=1[C:4]([O:6][CH3:7])=[O:5].[C:14]([N:21]1[CH2:26][CH2:25][CH:24](O)[CH2:23][CH2:22]1)([O:16][C:17]([CH3:20])([CH3:19])[CH3:18])=[O:15].C1(P(C2C=CC=CC=2)C2C=CC=CC=2)C=CC=CC=1.N(C(OCC)=O)=NC(OCC)=O, predict the reaction product. The product is: [C:17]([O:16][C:14]([N:21]1[CH2:26][CH2:25][CH:24]([O:1][C:2]2[CH:11]=[C:10]([S:12][CH3:13])[CH:9]=[CH:8][C:3]=2[C:4]([O:6][CH3:7])=[O:5])[CH2:23][CH2:22]1)=[O:15])([CH3:20])([CH3:18])[CH3:19]. (5) Given the reactants [N+:1]([C:4]1[CH:9]=[CH:8][C:7]([CH:10]2[CH2:15][CH2:14][N:13]([CH:16]3[CH2:19][O:18][CH2:17]3)[CH2:12][CH2:11]2)=[CH:6][CH:5]=1)([O-])=O, predict the reaction product. The product is: [O:18]1[CH2:19][CH:16]([N:13]2[CH2:14][CH2:15][CH:10]([C:7]3[CH:8]=[CH:9][C:4]([NH2:1])=[CH:5][CH:6]=3)[CH2:11][CH2:12]2)[CH2:17]1.